Dataset: Peptide-MHC class II binding affinity with 134,281 pairs from IEDB. Task: Regression. Given a peptide amino acid sequence and an MHC pseudo amino acid sequence, predict their binding affinity value. This is MHC class II binding data. The peptide sequence is YQGVQQKWDATATEL. The MHC is HLA-DQA10102-DQB10602 with pseudo-sequence HLA-DQA10102-DQB10602. The binding affinity (normalized) is 0.157.